From a dataset of Catalyst prediction with 721,799 reactions and 888 catalyst types from USPTO. Predict which catalyst facilitates the given reaction. (1) Reactant: [F:1][C:2]([F:18])([F:17])[C:3]1[CH:16]=[CH:15][C:14]2[S:13][C:12]3[C:7](=[CH:8][CH:9]=[CH:10][CH:11]=3)[NH:6][C:5]=2[CH:4]=1.[H-].[Na+].Br[CH2:22][CH2:23][CH2:24][Cl:25]. Product: [Cl:25][CH2:24][CH2:23][CH2:22][N:6]1[C:5]2[CH:4]=[C:3]([C:2]([F:1])([F:17])[F:18])[CH:16]=[CH:15][C:14]=2[S:13][C:12]2[C:7]1=[CH:8][CH:9]=[CH:10][CH:11]=2. The catalyst class is: 11. (2) Reactant: [CH3:1][C:2]1([CH3:27])[CH2:7][CH:6]([NH:8][C:9]2[N:14]=[C:13]([C:15]3[CH:20]=[CH:19][C:18]([CH2:21][CH:22]([OH:24])[CH3:23])=[CH:17][CH:16]=3)[CH:12]=[CH:11][N:10]=2)[CH2:5][C:4]([CH3:26])([CH3:25])[NH:3]1.[C:28]1([CH3:38])[CH:33]=[CH:32][C:31]([S:34](Cl)(=[O:36])=[O:35])=[CH:30][CH:29]=1. Product: [CH3:23][CH:22]([O:24][S:34]([C:31]1[CH:32]=[CH:33][C:28]([CH3:38])=[CH:29][CH:30]=1)(=[O:36])=[O:35])[CH2:21][C:18]1[CH:19]=[CH:20][C:15]([C:13]2[CH:12]=[CH:11][N:10]=[C:9]([NH:8][CH:6]3[CH2:5][C:4]([CH3:26])([CH3:25])[NH:3][C:2]([CH3:1])([CH3:27])[CH2:7]3)[N:14]=2)=[CH:16][CH:17]=1. The catalyst class is: 17. (3) Reactant: [Cl:1][C:2]1[CH:3]=[CH:4][C:5]([F:27])=[C:6]([C:8]2[N:9]=[C:10]([NH:17][C:18]3[C:23]([C:24]([OH:26])=O)=[CH:22][N:21]=[CH:20][CH:19]=3)[C:11]3[O:16][CH2:15][CH2:14][C:12]=3[N:13]=2)[CH:7]=1.[CH2:28]([N:30](CC)CC)C.CN.C1CN([P+](Br)(N2CCCC2)N2CCCC2)CC1.F[P-](F)(F)(F)(F)F. Product: [Cl:1][C:2]1[CH:3]=[CH:4][C:5]([F:27])=[C:6]([C:8]2[N:9]=[C:10]([NH:17][C:18]3[C:23]([C:24]([NH:30][CH3:28])=[O:26])=[CH:22][N:21]=[CH:20][CH:19]=3)[C:11]3[O:16][CH2:15][CH2:14][C:12]=3[N:13]=2)[CH:7]=1. The catalyst class is: 3. (4) Reactant: [OH:1][C:2]1[CH:7]=[CH:6][C:5]([CH2:8][C:9]([O:11][CH2:12][CH3:13])=[O:10])=[CH:4][CH:3]=1.[Br:14]Br. Product: [Br:14][C:7]1[CH:6]=[C:5]([CH2:8][C:9]([O:11][CH2:12][CH3:13])=[O:10])[CH:4]=[CH:3][C:2]=1[OH:1]. The catalyst class is: 53. (5) Product: [Cl:1][C:2]1[CH:7]=[C:6]([F:8])[CH:5]=[CH:4][C:3]=1[S:9]([NH:12][C@@H:13]([CH2:24][OH:25])[CH2:14][CH2:15][NH:16][C:17]([C@@H:45]([NH:44][C:42]([C:34]1[S:33][C:37]2[CH:38]=[CH:39][CH:40]=[CH:41][C:36]=2[CH:35]=1)=[O:43])[CH2:46][CH:47]([CH3:49])[CH3:48])=[O:23])(=[O:10])=[O:11]. Reactant: [Cl:1][C:2]1[CH:7]=[C:6]([F:8])[CH:5]=[CH:4][C:3]=1[S:9]([NH:12][C@@H:13]([CH2:24][OH:25])[CH2:14][CH2:15][NH:16][C:17](=[O:23])OC(C)(C)C)(=[O:11])=[O:10].Cl.O1CCOCC1.[S:33]1[C:37]2[CH:38]=[CH:39][CH:40]=[CH:41][C:36]=2[CH:35]=[C:34]1[C:42]([NH:44][C@H:45](C(O)=O)[CH2:46][CH:47]([CH3:49])[CH3:48])=[O:43].C1C=C2C(N(O)N=NC2=CC=1)=O.CN1CCOCC1.CCN=C=NCCCN(C)C.Cl. The catalyst class is: 138. (6) Reactant: C1(P(C2C=CC=CC=2)C2C=CC=CC=2)C=CC=CC=1.[C:20]([Br:24])(Br)(Br)[Br:21].O=[CH:26][CH2:27][CH:28]1[CH2:32][CH2:31][CH2:30][N:29]1[C:33]([O:35][C:36]([CH3:39])([CH3:38])[CH3:37])=[O:34]. Product: [Br:21][C:20]([Br:24])=[CH:26][CH2:27][CH:28]1[CH2:32][CH2:31][CH2:30][N:29]1[C:33]([O:35][C:36]([CH3:37])([CH3:39])[CH3:38])=[O:34]. The catalyst class is: 4. (7) Reactant: [Cl:1][C:2]1[CH:7]=[CH:6][C:5]([CH:8]([C:30]2[CH:35]=[CH:34][CH:33]=[C:32]([C:36]#[N:37])[CH:31]=2)[N:9]2[CH2:12][CH:11]([CH:13]([C:18]3[CH:19]=[C:20]([CH:26]=[C:27]([F:29])[CH:28]=3)[C:21]([O:23]CC)=[O:22])[C:14]([F:17])([CH3:16])[CH3:15])[CH2:10]2)=[CH:4][CH:3]=1.[Li+].[OH-].Cl. Product: [Cl:1][C:2]1[CH:3]=[CH:4][C:5]([CH:8]([C:30]2[CH:35]=[CH:34][CH:33]=[C:32]([C:36]#[N:37])[CH:31]=2)[N:9]2[CH2:12][CH:11]([CH:13]([C:18]3[CH:19]=[C:20]([CH:26]=[C:27]([F:29])[CH:28]=3)[C:21]([OH:23])=[O:22])[C:14]([F:17])([CH3:16])[CH3:15])[CH2:10]2)=[CH:6][CH:7]=1. The catalyst class is: 14.